This data is from Catalyst prediction with 721,799 reactions and 888 catalyst types from USPTO. The task is: Predict which catalyst facilitates the given reaction. (1) Reactant: [OH:1][C:2]1[CH:3]=[C:4]([C:9](=[O:11])[CH3:10])[CH:5]=[C:6]([OH:8])[CH:7]=1.[CH2:12](Br)[CH3:13].[H-].[Na+].[CH:17]1([CH2:23]Br)[CH2:22][CH2:21][CH2:20][CH2:19][CH2:18]1. Product: [CH:17]1([CH2:23][O:1][C:2]2[CH:3]=[C:4]([C:9](=[O:11])[CH3:10])[CH:5]=[C:6]([O:8][CH2:12][CH3:13])[CH:7]=2)[CH2:22][CH2:21][CH2:20][CH2:19][CH2:18]1. The catalyst class is: 499. (2) Reactant: [F:1][C:2]([F:39])([F:38])[C:3]1[CH:4]=[C:5]([C@H:13]([O:15][C@@H:16]2[C@@H:20]([C:21]3[CH:26]=[CH:25][C:24]([F:27])=[CH:23][CH:22]=3)[CH2:19][N:18]([C:28]3[CH2:32][CH2:31][C:30](=[O:33])[C:29]=3[CH2:34][N:35]([CH3:37])[CH3:36])[CH2:17]2)[CH3:14])[CH:6]=[C:7]([C:9]([F:12])([F:11])[F:10])[CH:8]=1.[I:40][CH3:41]. Product: [I-:40].[F:39][C:2]([F:1])([F:38])[C:3]1[CH:4]=[C:5]([C@H:13]([O:15][C@@H:16]2[C@@H:20]([C:21]3[CH:22]=[CH:23][C:24]([F:27])=[CH:25][CH:26]=3)[CH2:19][N:18]([C:28]3[CH2:32][CH2:31][C:30](=[O:33])[C:29]=3[CH2:34][N+:35]([CH3:41])([CH3:36])[CH3:37])[CH2:17]2)[CH3:14])[CH:6]=[C:7]([C:9]([F:10])([F:11])[F:12])[CH:8]=1. The catalyst class is: 48. (3) Reactant: [C:1]([O:5][C:6](=[O:15])[NH:7][C@H:8]1[CH2:13][CH2:12][C@@H:11]([NH2:14])[CH2:10][CH2:9]1)([CH3:4])([CH3:3])[CH3:2].[CH:16](=O)[C:17]1[CH:22]=[CH:21][CH:20]=[CH:19][CH:18]=1.C(O)(=O)C.[BH-](OC(C)=O)(OC(C)=O)OC(C)=O.[Na+]. Product: [C:1]([O:5][C:6](=[O:15])[NH:7][C@H:8]1[CH2:9][CH2:10][C@@H:11]([NH:14][CH2:16][C:17]2[CH:22]=[CH:21][CH:20]=[CH:19][CH:18]=2)[CH2:12][CH2:13]1)([CH3:4])([CH3:2])[CH3:3]. The catalyst class is: 22. (4) Reactant: [Cl:1][C:2]1[CH:9]=[CH:8][C:5]([C:6]#[N:7])=[C:4]([O:10][C:11]2[CH:16]=[CH:15][CH:14]=[C:13]([CH2:17]N(C)C)[C:12]=2[S:21][CH3:22])[CH:3]=1.C1(C)C=CC=CC=1.[Cl:30]C(OCC)=O.O. Product: [Cl:1][C:2]1[CH:9]=[CH:8][C:5]([C:6]#[N:7])=[C:4]([O:10][C:11]2[CH:16]=[CH:15][CH:14]=[C:13]([CH2:17][Cl:30])[C:12]=2[S:21][CH3:22])[CH:3]=1. The catalyst class is: 27. (5) Reactant: [C:1]([O:5][C:6](=[O:37])[C:7]([S:10][C:11]1[S:12][CH:13]=[C:14]([CH2:16][CH2:17][N:18]([C:26]2[C:31]([Cl:32])=[CH:30][C:29]([C:33]([O:35]C)=[O:34])=[CH:28][N:27]=2)[CH2:19][CH2:20][CH2:21][CH2:22][CH2:23][CH2:24][CH3:25])[N:15]=1)([CH3:9])[CH3:8])([CH3:4])([CH3:3])[CH3:2].[OH-].[Na+]. Product: [C:1]([O:5][C:6](=[O:37])[C:7]([S:10][C:11]1[S:12][CH:13]=[C:14]([CH2:16][CH2:17][N:18]([C:26]2[C:31]([Cl:32])=[CH:30][C:29]([C:33]([OH:35])=[O:34])=[CH:28][N:27]=2)[CH2:19][CH2:20][CH2:21][CH2:22][CH2:23][CH2:24][CH3:25])[N:15]=1)([CH3:8])[CH3:9])([CH3:2])([CH3:3])[CH3:4]. The catalyst class is: 8. (6) Reactant: [OH-].[K+].C([O:5][C:6]([C:8]1([CH2:11][CH2:12][CH2:13][CH2:14][CH2:15][CH2:16][CH2:17][CH2:18][CH2:19][CH2:20][CH2:21][CH2:22][C:23]2([CH:26]([F:28])[F:27])[CH2:25][CH2:24]2)[CH2:10][CH2:9]1)=[O:7])C.Cl. Product: [F:27][CH:26]([F:28])[C:23]1([CH2:22][CH2:21][CH2:20][CH2:19][CH2:18][CH2:17][CH2:16][CH2:15][CH2:14][CH2:13][CH2:12][CH2:11][C:8]2([C:6]([OH:7])=[O:5])[CH2:9][CH2:10]2)[CH2:25][CH2:24]1. The catalyst class is: 40. (7) Reactant: [C:1]([O:5][C:6]([N:8]1[CH2:13][CH2:12][N:11]2[C:14]([CH:18]([CH3:20])[CH3:19])=[N:15][C:16](I)=[C:10]2[CH:9]1[CH2:21][CH2:22][C:23]1[CH:28]=[CH:27][C:26]([C:29]([F:32])([F:31])[F:30])=[CH:25][CH:24]=1)=[O:7])([CH3:4])([CH3:3])[CH3:2].C([Li])CCC.O. Product: [C:1]([O:5][C:6]([N:8]1[CH2:13][CH2:12][N:11]2[C:14]([CH:18]([CH3:20])[CH3:19])=[N:15][CH:16]=[C:10]2[CH:9]1[CH2:21][CH2:22][C:23]1[CH:24]=[CH:25][C:26]([C:29]([F:30])([F:31])[F:32])=[CH:27][CH:28]=1)=[O:7])([CH3:3])([CH3:4])[CH3:2]. The catalyst class is: 116.